Predict the product of the given reaction. From a dataset of Forward reaction prediction with 1.9M reactions from USPTO patents (1976-2016). (1) Given the reactants [NH2:1][C:2]1[S:3][C:4]2[C:9]([NH:10][C@H:11]([CH3:14])[CH2:12][OH:13])=[N:8][C:7]([SH:15])=[N:6][C:5]=2[N:16]=1.Cl.Cl[CH2:19][C:20]1[N:21]=[C:22]([CH3:25])[S:23][CH:24]=1.CCN(C(C)C)C(C)C, predict the reaction product. The product is: [NH2:1][C:2]1[S:3][C:4]2[C:9]([NH:10][C@H:11]([CH3:14])[CH2:12][OH:13])=[N:8][C:7]([S:15][CH2:19][C:20]3[N:21]=[C:22]([CH3:25])[S:23][CH:24]=3)=[N:6][C:5]=2[N:16]=1. (2) Given the reactants [CH3:1][S:2][C:3]1[CH:4]=[C:5]([S:8]([NH2:11])(=[O:10])=[O:9])[S:6][CH:7]=1.[Br:12]N1C(=O)CCC1=O.[OH-].[Na+], predict the reaction product. The product is: [Br:12][C:7]1[S:6][C:5]([S:8]([NH2:11])(=[O:10])=[O:9])=[CH:4][C:3]=1[S:2][CH3:1]. (3) Given the reactants [Cl:1][C:2]1[C:11]2[C:10]([S:12]([N:15]3[CH2:19][CH2:18][C@H:17]([NH:20][CH3:21])[CH2:16]3)(=[O:14])=[O:13])=[CH:9][CH:8]=[CH:7][C:6]=2[CH:5]=[N:4][CH:3]=1, predict the reaction product. The product is: [ClH:1].[Cl:1][C:2]1[C:11]2[C:10]([S:12]([N:15]3[CH2:19][CH2:18][C@H:17]([NH:20][CH3:21])[CH2:16]3)(=[O:13])=[O:14])=[CH:9][CH:8]=[CH:7][C:6]=2[CH:5]=[N:4][CH:3]=1. (4) The product is: [CH3:1][N:2]([CH3:21])[C@@H:3]([CH3:20])[C:4]([N:6]1[C:14]2[C:9](=[CH:10][C:11]([O:18][CH3:19])=[C:12]([NH2:15])[CH:13]=2)[CH2:8][CH2:7]1)=[O:5]. Given the reactants [CH3:1][N:2]([CH3:21])[C@@H:3]([CH3:20])[C:4]([N:6]1[C:14]2[C:9](=[CH:10][C:11]([O:18][CH3:19])=[C:12]([N+:15]([O-])=O)[CH:13]=2)[CH2:8][CH2:7]1)=[O:5], predict the reaction product. (5) Given the reactants [F:1][C:2]([F:16])([F:15])[C:3]1[CH:4]=[C:5]([CH:8]=[C:9]([C:11]([F:14])([F:13])[F:12])[CH:10]=1)[CH:6]=O.[CH3:17][N:18]1[N:22]=[N:21][C:20]([NH2:23])=[N:19]1.[BH4-].[Na+], predict the reaction product. The product is: [F:1][C:2]([F:16])([F:15])[C:3]1[CH:4]=[C:5]([CH:8]=[C:9]([C:11]([F:14])([F:13])[F:12])[CH:10]=1)[CH2:6][NH:23][C:20]1[N:21]=[N:22][N:18]([CH3:17])[N:19]=1. (6) The product is: [CH3:16][O:17][C:18]1[CH:23]=[C:22]([O:24][CH3:25])[CH:21]=[CH:20][C:19]=1[CH:14]([C:5]1[C:4]([N+:1]([O-:3])=[O:2])=[C:13]2[C:8]([CH:9]=[CH:10][CH:11]=[N:12]2)=[CH:7][CH:6]=1)[OH:15]. Given the reactants [N+:1]([C:4]1[C:5]([CH:14]=[O:15])=[CH:6][CH:7]=[C:8]2[C:13]=1[N:12]=[CH:11][CH:10]=[CH:9]2)([O-:3])=[O:2].[CH3:16][O:17][C:18]1[CH:23]=[C:22]([O:24][CH3:25])[CH:21]=[CH:20][C:19]=1[Mg]Br, predict the reaction product. (7) Given the reactants [NH2:1][C:2]1[C:7]([C:8]([C:10]2[C:15]([O:16][CH3:17])=[CH:14][CH:13]=[C:12]([F:18])[C:11]=2[F:19])=[O:9])=[CH:6][N:5]=[C:4]([NH:20][CH:21]2[CH2:26][CH2:25][N:24]([S:27]([CH2:30][CH2:31][CH2:32]Cl)(=[O:29])=[O:28])[CH2:23][CH2:22]2)[N:3]=1.[NH2:34][C@H:35]([CH:38]([CH3:40])[CH3:39])[CH2:36][OH:37], predict the reaction product. The product is: [NH2:1][C:2]1[C:7]([C:8]([C:10]2[C:15]([O:16][CH3:17])=[CH:14][CH:13]=[C:12]([F:18])[C:11]=2[F:19])=[O:9])=[CH:6][N:5]=[C:4]([NH:20][CH:21]2[CH2:26][CH2:25][N:24]([S:27]([CH2:30][CH2:31][CH2:32][NH:34][C@@H:35]([CH2:36][OH:37])[CH:38]([CH3:40])[CH3:39])(=[O:29])=[O:28])[CH2:23][CH2:22]2)[N:3]=1.